Dataset: NCI-60 drug combinations with 297,098 pairs across 59 cell lines. Task: Regression. Given two drug SMILES strings and cell line genomic features, predict the synergy score measuring deviation from expected non-interaction effect. (1) Drug 1: CC=C1C(=O)NC(C(=O)OC2CC(=O)NC(C(=O)NC(CSSCCC=C2)C(=O)N1)C(C)C)C(C)C. Drug 2: C(CCl)NC(=O)N(CCCl)N=O. Cell line: NCI-H322M. Synergy scores: CSS=44.8, Synergy_ZIP=1.48, Synergy_Bliss=0.980, Synergy_Loewe=-41.2, Synergy_HSA=0.0452. (2) Drug 1: C1=CC(=CC=C1CC(C(=O)O)N)N(CCCl)CCCl.Cl. Drug 2: C1=CC=C(C(=C1)C(C2=CC=C(C=C2)Cl)C(Cl)Cl)Cl. Cell line: CCRF-CEM. Synergy scores: CSS=45.2, Synergy_ZIP=1.45, Synergy_Bliss=5.15, Synergy_Loewe=-26.8, Synergy_HSA=4.13. (3) Drug 1: CC1C(C(=O)NC(C(=O)N2CCCC2C(=O)N(CC(=O)N(C(C(=O)O1)C(C)C)C)C)C(C)C)NC(=O)C3=C4C(=C(C=C3)C)OC5=C(C(=O)C(=C(C5=N4)C(=O)NC6C(OC(=O)C(N(C(=O)CN(C(=O)C7CCCN7C(=O)C(NC6=O)C(C)C)C)C)C(C)C)C)N)C. Drug 2: CC1C(C(CC(O1)OC2CC(CC3=C2C(=C4C(=C3O)C(=O)C5=C(C4=O)C(=CC=C5)OC)O)(C(=O)CO)O)N)O.Cl. Cell line: NCIH23. Synergy scores: CSS=28.1, Synergy_ZIP=3.77, Synergy_Bliss=4.18, Synergy_Loewe=-0.879, Synergy_HSA=3.94. (4) Drug 1: C1=CN(C(=O)N=C1N)C2C(C(C(O2)CO)O)O.Cl. Drug 2: COC1=C2C(=CC3=C1OC=C3)C=CC(=O)O2. Cell line: COLO 205. Synergy scores: CSS=52.8, Synergy_ZIP=6.63, Synergy_Bliss=8.82, Synergy_Loewe=-20.0, Synergy_HSA=7.81. (5) Drug 1: CC(CN1CC(=O)NC(=O)C1)N2CC(=O)NC(=O)C2. Drug 2: CC=C1C(=O)NC(C(=O)OC2CC(=O)NC(C(=O)NC(CSSCCC=C2)C(=O)N1)C(C)C)C(C)C. Cell line: NCIH23. Synergy scores: CSS=56.3, Synergy_ZIP=-7.33, Synergy_Bliss=-8.70, Synergy_Loewe=-29.9, Synergy_HSA=-5.69.